Dataset: Merck oncology drug combination screen with 23,052 pairs across 39 cell lines. Task: Regression. Given two drug SMILES strings and cell line genomic features, predict the synergy score measuring deviation from expected non-interaction effect. (1) Drug 2: CC1(c2nc3c(C(N)=O)cccc3[nH]2)CCCN1. Cell line: RKO. Drug 1: NC1(c2ccc(-c3nc4ccn5c(=O)[nH]nc5c4cc3-c3ccccc3)cc2)CCC1. Synergy scores: synergy=7.61. (2) Drug 1: COC12C(COC(N)=O)C3=C(C(=O)C(C)=C(N)C3=O)N1CC1NC12. Drug 2: O=C(O)C1(Cc2cccc(Nc3nccs3)n2)CCC(Oc2cccc(Cl)c2F)CC1. Cell line: ES2. Synergy scores: synergy=-0.506. (3) Drug 1: CCC1(O)C(=O)OCc2c1cc1n(c2=O)Cc2cc3c(CN(C)C)c(O)ccc3nc2-1. Drug 2: CNC(=O)c1cc(Oc2ccc(NC(=O)Nc3ccc(Cl)c(C(F)(F)F)c3)cc2)ccn1. Cell line: OV90. Synergy scores: synergy=0.260. (4) Drug 1: COc1cc(C2c3cc4c(cc3C(OC3OC5COC(C)OC5C(O)C3O)C3COC(=O)C23)OCO4)cc(OC)c1O. Drug 2: O=C(NOCC(O)CO)c1ccc(F)c(F)c1Nc1ccc(I)cc1F. Cell line: OV90. Synergy scores: synergy=21.0. (5) Drug 1: O=C(CCCCCCC(=O)Nc1ccccc1)NO. Drug 2: COC1CC2CCC(C)C(O)(O2)C(=O)C(=O)N2CCCCC2C(=O)OC(C(C)CC2CCC(OP(C)(C)=O)C(OC)C2)CC(=O)C(C)C=C(C)C(O)C(OC)C(=O)C(C)CC(C)C=CC=CC=C1C. Cell line: A2058. Synergy scores: synergy=27.6.